Dataset: Catalyst prediction with 721,799 reactions and 888 catalyst types from USPTO. Task: Predict which catalyst facilitates the given reaction. (1) Reactant: [Cl:1][C:2]1[CH:3]=[C:4]([C:8]2[C:13]([O:14][CH3:15])=[CH:12][CH:11]=[C:10]([CH2:16][C:17]3[CH:18]=[CH:19][C:20](F)=[N:21][CH:22]=3)[C:9]=2[F:24])[CH:5]=[CH:6][CH:7]=1.[NH:25]1[CH2:29][CH2:28][CH2:27][CH2:26]1.N12CCCN=C1CCCCC2. Product: [Cl:1][C:2]1[CH:3]=[C:4]([C:8]2[C:13]([O:14][CH3:15])=[CH:12][CH:11]=[C:10]([CH2:16][C:17]3[CH:18]=[CH:19][C:20]([N:25]4[CH2:29][CH2:28][CH2:27][CH2:26]4)=[N:21][CH:22]=3)[C:9]=2[F:24])[CH:5]=[CH:6][CH:7]=1. The catalyst class is: 4. (2) Reactant: [CH2:1]([N:8]([CH2:30][CH2:31][O:32][Si](C(C)(C)C)(C)C)[C:9]1[N:14]=[C:13]2[NH:15][CH:16]=[C:17]([C:18]3[NH:22][N:21]=[CH:20][C:19]=3[C:23]3[CH:28]=[CH:27][CH:26]=[C:25]([Cl:29])[CH:24]=3)[C:12]2=[CH:11][CH:10]=1)[C:2]1[CH:7]=[CH:6][CH:5]=[CH:4][CH:3]=1.[ClH:40].O1CCOCC1. Product: [ClH:29].[ClH:40].[CH2:1]([N:8]([C:9]1[N:14]=[C:13]2[NH:15][CH:16]=[C:17]([C:18]3[NH:22][N:21]=[CH:20][C:19]=3[C:23]3[CH:28]=[CH:27][CH:26]=[C:25]([Cl:29])[CH:24]=3)[C:12]2=[CH:11][CH:10]=1)[CH2:30][CH2:31][OH:32])[C:2]1[CH:7]=[CH:6][CH:5]=[CH:4][CH:3]=1. The catalyst class is: 5. (3) Reactant: [S:1]1[C:5]2[CH:6]=[CH:7][CH:8]=[CH:9][C:4]=2[N:3]=[C:2]1[C:10]1[N:11]([C:15]([O:17][C:18]([CH3:21])([CH3:20])[CH3:19])=[O:16])[CH:12]=[CH:13][CH:14]=1.[Br:22]N1C(=O)CCC1=O.O. Product: [Br:22][C:12]1[N:11]([C:15]([O:17][C:18]([CH3:21])([CH3:20])[CH3:19])=[O:16])[C:10]([C:2]2[S:1][C:5]3[CH:6]=[CH:7][CH:8]=[CH:9][C:4]=3[N:3]=2)=[CH:14][CH:13]=1. The catalyst class is: 7. (4) Reactant: [Cl:1][C:2]1[CH:15]=[C:14]([C:16]2[O:20][N:19]=[C:18]([C:21]3[N:22]=[C:23]4[C:28]([Cl:29])=[CH:27][C:26]([C:30]([F:33])([F:32])[F:31])=[CH:25][N:24]4[CH:34]=3)[N:17]=2)[C:13]([Cl:35])=[CH:12][C:3]=1[O:4][CH2:5][CH:6]1[CH2:10][O:9]C(=O)[NH:7]1. Product: [NH2:7][CH:6]([CH2:5][O:4][C:3]1[CH:12]=[C:13]([Cl:35])[C:14]([C:16]2[O:20][N:19]=[C:18]([C:21]3[N:22]=[C:23]4[C:28]([Cl:29])=[CH:27][C:26]([C:30]([F:32])([F:31])[F:33])=[CH:25][N:24]4[CH:34]=3)[N:17]=2)=[CH:15][C:2]=1[Cl:1])[CH2:10][OH:9]. The catalyst class is: 40. (5) Reactant: Cl.[C:2]1([C@@H:8]2[NH:13][CH2:12][C:11](=[O:14])[O:10][CH2:9]2)[CH:7]=[CH:6][CH:5]=[CH:4][CH:3]=1.C(=O)(O)[O-].[Na+]. Product: [C:2]1([C@@H:8]2[NH:13][CH2:12][C:11](=[O:14])[O:10][CH2:9]2)[CH:3]=[CH:4][CH:5]=[CH:6][CH:7]=1. The catalyst class is: 13. (6) Reactant: C(OC([N:8]1[CH2:13][CH2:12][CH:11]([CH2:14][O:15][C:16]2[CH:21]=[CH:20][C:19]([C:22]3[N:23]=[CH:24][C:25]([C:28]([O:30][CH3:31])=[O:29])=[N:26][CH:27]=3)=[CH:18][CH:17]=2)[CH2:10][CH2:9]1)=O)(C)(C)C.[ClH:32].O1CCOCC1. Product: [ClH:32].[NH:8]1[CH2:13][CH2:12][CH:11]([CH2:14][O:15][C:16]2[CH:21]=[CH:20][C:19]([C:22]3[N:23]=[CH:24][C:25]([C:28]([O:30][CH3:31])=[O:29])=[N:26][CH:27]=3)=[CH:18][CH:17]=2)[CH2:10][CH2:9]1. The catalyst class is: 2. (7) Reactant: [Br:1][C:2]1[C:3]([OH:13])=[C:4]([CH2:8][C:9]([O:11][CH3:12])=[O:10])[CH:5]=[CH:6][CH:7]=1.[CH2:14](Br)[C:15]1[CH:20]=[CH:19][CH:18]=[CH:17][CH:16]=1.C(=O)([O-])[O-].[K+].[K+]. Product: [CH2:14]([O:13][C:3]1[C:2]([Br:1])=[CH:7][CH:6]=[CH:5][C:4]=1[CH2:8][C:9]([O:11][CH3:12])=[O:10])[C:15]1[CH:20]=[CH:19][CH:18]=[CH:17][CH:16]=1. The catalyst class is: 21.